From a dataset of Catalyst prediction with 721,799 reactions and 888 catalyst types from USPTO. Predict which catalyst facilitates the given reaction. (1) Reactant: [S:1]1[CH:5]=[CH:4][C:3]2[C:6](=[O:9])[CH2:7][CH2:8][C:2]1=2.[H-].[Na+].C1([O:18][C:19](=O)[C:20]2[CH:25]=[CH:24][CH:23]=[C:22]([Br:26])[CH:21]=2)C=CC=CC=1.Cl. Product: [Br:26][C:22]1[CH:21]=[C:20]([CH:25]=[CH:24][CH:23]=1)[C:19]([CH:7]1[CH2:8][C:2]2[S:1][CH:5]=[CH:4][C:3]=2[C:6]1=[O:9])=[O:18]. The catalyst class is: 375. (2) Reactant: Cl[CH:2]([O:4][C:5]([NH:7][CH2:8][CH:9]([CH2:21][CH:22]([CH3:24])[CH3:23])[CH2:10][C:11]([O:13][CH2:14][C:15]1[CH:20]=[CH:19][CH:18]=[CH:17][CH:16]=1)=[O:12])=[O:6])[CH3:3].CN1CCOCC1.[C:32]([OH:37])(=[O:36])[CH:33]([CH3:35])[CH3:34]. Product: [C:32]([O:37][CH:2]([O:4][C:5]([NH:7][CH2:8][CH:9]([CH2:21][CH:22]([CH3:24])[CH3:23])[CH2:10][C:11]([O:13][CH2:14][C:15]1[CH:20]=[CH:19][CH:18]=[CH:17][CH:16]=1)=[O:12])=[O:6])[CH3:3])(=[O:36])[CH:33]([CH3:35])[CH3:34]. The catalyst class is: 4. (3) Reactant: [NH:1]1[C:9]2[C:4](=[CH:5][CH:6]=[C:7]([C:10]3[C:15]([CH:16]([CH2:21][CH2:22][CH3:23])[C:17]([O:19]C)=[O:18])=[C:14]([CH3:24])[N:13]=[C:12]([C:25]4[CH:30]=[CH:29][CH:28]=[CH:27][CH:26]=4)[N:11]=3)[CH:8]=2)[CH:3]=[CH:2]1.[OH-].[Na+]. Product: [NH:1]1[C:9]2[C:4](=[CH:5][CH:6]=[C:7]([C:10]3[C:15]([CH:16]([CH2:21][CH2:22][CH3:23])[C:17]([OH:19])=[O:18])=[C:14]([CH3:24])[N:13]=[C:12]([C:25]4[CH:26]=[CH:27][CH:28]=[CH:29][CH:30]=4)[N:11]=3)[CH:8]=2)[CH:3]=[CH:2]1. The catalyst class is: 5. (4) Reactant: [NH2:1][C:2]1[CH:21]=[CH:20][C:5]([O:6][C:7]2[CH:8]=[CH:9][C:10]([F:19])=[C:11]([CH:18]=2)[C:12]([NH:14][CH:15]2[CH2:17][CH2:16]2)=[O:13])=[C:4]([Cl:22])[CH:3]=1.Cl[C:24]1[C:25]2[N:32]([CH2:33][CH2:34][O:35][CH3:36])[CH:31]=[CH:30][C:26]=2[N:27]=[CH:28][N:29]=1. Product: [Cl:22][C:4]1[CH:3]=[C:2]([NH:1][C:24]2[C:25]3[N:32]([CH2:33][CH2:34][O:35][CH3:36])[CH:31]=[CH:30][C:26]=3[N:27]=[CH:28][N:29]=2)[CH:21]=[CH:20][C:5]=1[O:6][C:7]1[CH:8]=[CH:9][C:10]([F:19])=[C:11]([CH:18]=1)[C:12]([NH:14][CH:15]1[CH2:17][CH2:16]1)=[O:13]. The catalyst class is: 32. (5) Reactant: [Na].[CH3:2][NH:3][C:4]([NH2:6])=[O:5].[CH2:7]([C:10]([CH2:21][CH:22]=[CH2:23])([C:16](OCC)=[O:17])[C:11](OCC)=[O:12])[CH:8]=[CH2:9]. Product: [CH3:2][N:3]1[C:11](=[O:12])[C:10]([CH2:21][CH:22]=[CH2:23])([CH2:7][CH:8]=[CH2:9])[C:16](=[O:17])[NH:6][C:4]1=[O:5]. The catalyst class is: 8.